Dataset: Full USPTO retrosynthesis dataset with 1.9M reactions from patents (1976-2016). Task: Predict the reactants needed to synthesize the given product. (1) Given the product [CH2:1]([N:8]1[C:17](=[O:18])[C:16]2[C:11](=[CH:12][C:13]([C:19]([O:21][CH3:22])=[O:20])=[CH:14][CH:15]=2)[N:10]=[C:9]1[Cl:26])[C:2]1[CH:7]=[CH:6][CH:5]=[CH:4][CH:3]=1, predict the reactants needed to synthesize it. The reactants are: [CH2:1]([N:8]1[C:17](=[O:18])[C:16]2[C:11](=[CH:12][C:13]([C:19]([O:21][CH3:22])=[O:20])=[CH:14][CH:15]=2)[NH:10][C:9]1=O)[C:2]1[CH:7]=[CH:6][CH:5]=[CH:4][CH:3]=1.P(Cl)(Cl)([Cl:26])=O.C(N(CC)C(C)C)(C)C. (2) Given the product [NH2:1][C:2]1[N:7]=[CH:6][N:5]=[C:4]([C:8]2[NH:12][C:11]([C:13]([NH2:26])=[O:15])=[C:10]([C:16]3[CH:21]=[C:20]([Cl:22])[CH:19]=[CH:18][C:17]=3[CH3:23])[CH:9]=2)[CH:3]=1, predict the reactants needed to synthesize it. The reactants are: [NH2:1][C:2]1[N:7]=[CH:6][N:5]=[C:4]([C:8]2[NH:12][C:11]([C:13]([OH:15])=O)=[C:10]([C:16]3[CH:21]=[C:20]([Cl:22])[CH:19]=[CH:18][C:17]=3[CH3:23])[CH:9]=2)[CH:3]=1.CC[N:26](C(C)C)C(C)C.CCN=C=NCCCN(C)C.Cl.C1C=CC2N(O)N=NC=2C=1.N. (3) Given the product [CH2:5]([O:4][C:2]([N:18]([CH2:19][CH:20]1[CH2:23][CH2:22][N:21]1[C:24]([O:26][C:27]([CH3:28])([CH3:30])[CH3:29])=[O:25])[CH:15]([CH2:16][CH3:17])[C:14]([O:13][CH3:12])=[O:31])=[O:3])[C:6]1[CH:11]=[CH:10][CH:9]=[CH:8][CH:7]=1, predict the reactants needed to synthesize it. The reactants are: Cl[C:2]([O:4][CH2:5][C:6]1[CH:11]=[CH:10][CH:9]=[CH:8][CH:7]=1)=[O:3].[CH3:12][O:13][C:14](=[O:31])[CH:15]([NH:18][CH2:19][CH:20]1[CH2:23][CH2:22][N:21]1[C:24]([O:26][C:27]([CH3:30])([CH3:29])[CH3:28])=[O:25])[CH2:16][CH3:17].C(N(CC)CC)C. (4) Given the product [CH:23]1([C@@H:16]([C:12]2[CH:13]=[CH:14][CH:15]=[C:10]([O:9][CH2:8][C:6]3[CH:5]=[N:4][C:3]([C:26]4[CH:31]=[C:30]([O:32][CH3:33])[CH:29]=[CH:28][C:27]=4[F:34])=[C:2]([C:40]4[CH:41]=[C:36]([CH3:35])[CH:37]=[CH:38][CH:39]=4)[N:7]=3)[CH:11]=2)[CH2:17][C:18]([OH:20])=[O:19])[CH2:25][CH2:24]1, predict the reactants needed to synthesize it. The reactants are: Br[C:2]1[N:7]=[C:6]([CH2:8][O:9][C:10]2[CH:11]=[C:12]([C@H:16]([CH:23]3[CH2:25][CH2:24]3)[CH2:17][C:18]([O:20]CC)=[O:19])[CH:13]=[CH:14][CH:15]=2)[CH:5]=[N:4][C:3]=1[C:26]1[CH:31]=[C:30]([O:32][CH3:33])[CH:29]=[CH:28][C:27]=1[F:34].[CH3:35][C:36]1[CH:37]=[C:38](B(O)O)[CH:39]=[CH:40][CH:41]=1.